From a dataset of Forward reaction prediction with 1.9M reactions from USPTO patents (1976-2016). Predict the product of the given reaction. (1) Given the reactants [Cl:1][C:2]1[CH:3]=[CH:4][C:5]([N+:9]([O-:11])=[O:10])=[C:6]([CH:8]=1)[NH2:7].Cl.[N:13]([O-])=O.[Na+].[OH-].[Na+].[OH:19][C:20]1[C:25]([CH2:26][OH:27])=[CH:24][C:23]([O:28][CH3:29])=[CH:22][C:21]=1CO.C1(O)C=CC=CC=1, predict the reaction product. The product is: [Cl:1][C:2]1[CH:3]=[CH:4][C:5]([N+:9]([O-:11])=[O:10])=[C:6]([N:7]=[N:13][C:21]2[CH:22]=[C:23]([O:28][CH3:29])[CH:24]=[C:25]([CH2:26][OH:27])[C:20]=2[OH:19])[CH:8]=1. (2) Given the reactants C(P(C(C)(C)C)C1C(OC)=CC=C(OC)C=1C1C(C(C)C)=CC(C(C)C)=CC=1C(C)C)(C)(C)C.O.C(O)(CC)(C)C.[O-]P([O-])([O-])=O.[K+].[K+].[K+].CS(O[C:55]1[CH:64]=[CH:63][C:62]2[C:57](=[CH:58][CH:59]=[C:60]([C:65]3[CH:70]=[C:69]([N:71]4[CH:76]=[CH:75][C:74](=[O:77])[NH:73][C:72]4=[O:78])[CH:68]=[C:67]([C:79]([CH3:82])([CH3:81])[CH3:80])[C:66]=3[O:83][CH3:84])[CH:61]=2)[CH:56]=1)(=O)=O.[CH3:85][S:86]([NH2:89])(=[O:88])=[O:87], predict the reaction product. The product is: [C:79]([C:67]1[C:66]([O:83][CH3:84])=[C:65]([C:60]2[CH:61]=[C:62]3[C:57](=[CH:58][CH:59]=2)[CH:56]=[C:55]([NH:89][S:86]([CH3:85])(=[O:88])=[O:87])[CH:64]=[CH:63]3)[CH:70]=[C:69]([N:71]2[CH:76]=[CH:75][C:74](=[O:77])[NH:73][C:72]2=[O:78])[CH:68]=1)([CH3:82])([CH3:81])[CH3:80]. (3) Given the reactants [Cl:1][C:2]1[N:6]([C:7]2[CH:12]=[CH:11][CH:10]=[CH:9][CH:8]=2)[N:5]=[N:4][N:3]=1.[N+:13]([O-])([OH:15])=[O:14], predict the reaction product. The product is: [Cl:1][C:2]1[N:6]([C:7]2[CH:12]=[CH:11][C:10]([N+:13]([O-:15])=[O:14])=[CH:9][CH:8]=2)[N:5]=[N:4][N:3]=1. (4) Given the reactants Br[C:2]1[C:7](=[O:8])[N:6]2[CH:9]=[CH:10][CH:11]=[CH:12][C:5]2=[N:4][C:3]=1[NH:13][CH:14]([CH3:16])[CH3:15].BrC1C(=O)N2C=CC=CC2=NC=1CCCC.[Cl:33][C:34]1[CH:39]=[CH:38][C:37](B(O)O)=[CH:36][CH:35]=1.COC1C=CC(B(O)O)=CC=1, predict the reaction product. The product is: [Cl:33][C:34]1[CH:39]=[CH:38][C:37]([C:2]2[C:7](=[O:8])[N:6]3[CH:9]=[CH:10][CH:11]=[CH:12][C:5]3=[N:4][C:3]=2[NH:13][CH:14]([CH3:16])[CH3:15])=[CH:36][CH:35]=1. (5) Given the reactants [NH2:1][C:2]1[CH:10]=[CH:9][C:5]([C:6]([OH:8])=[O:7])=[CH:4][CH:3]=1.CCN(C(C)C)C(C)C.C([Si](C)(C)Cl)(C)(C)C.[Cl-].[CH3:29][O:30][C:31](=[O:41])[C:32]1[CH:40]=[CH:39][C:35]([C:36](O)=[O:37])=[CH:34][CH:33]=1.CCCC[N+](CCCC)(CCCC)CCCC.[F-], predict the reaction product. The product is: [CH3:29][O:30][C:31]([C:32]1[CH:40]=[CH:39][C:35]([C:36]([NH:1][C:2]2[CH:10]=[CH:9][C:5]([C:6]([OH:8])=[O:7])=[CH:4][CH:3]=2)=[O:37])=[CH:34][CH:33]=1)=[O:41]. (6) Given the reactants Cl[C:2]1[CH:7]=[N:6][CH:5]=[C:4]([O:8][CH:9]([C:11]2[CH:16]=[CH:15][CH:14]=[CH:13][C:12]=2[O:17][CH3:18])[CH3:10])[N:3]=1.[NH:19]1[CH2:24][CH2:23][NH:22][CH2:21][CH2:20]1.C([O-])([O-])=O.[K+].[K+], predict the reaction product. The product is: [CH3:18][O:17][C:12]1[CH:13]=[CH:14][CH:15]=[CH:16][C:11]=1[CH:9]([O:8][C:4]1[CH:5]=[N:6][CH:7]=[C:2]([N:19]2[CH2:24][CH2:23][NH:22][CH2:21][CH2:20]2)[N:3]=1)[CH3:10]. (7) Given the reactants [Cl:1][C:2]1[N:7]=[CH:6][C:5]([CH2:8][N:9]2[C:13]([CH3:14])=[C:12]([C:15]3[CH:20]=[CH:19][C:18]([C:21]#[N:22])=[CH:17][CH:16]=3)[C:11]([C:23]#[N:24])=[C:10]2[CH:25]2OCC[O:26]2)=[CH:4][C:3]=1[CH2:30][OH:31].C(=O)(O)[O-].[Na+], predict the reaction product. The product is: [Cl:1][C:2]1[N:7]=[CH:6][C:5]([CH2:8][N:9]2[C:13]([CH3:14])=[C:12]([C:15]3[CH:16]=[CH:17][C:18]([C:21]#[N:22])=[CH:19][CH:20]=3)[C:11]([C:23]#[N:24])=[C:10]2[CH:25]=[O:26])=[CH:4][C:3]=1[CH2:30][OH:31]. (8) Given the reactants [O:1]=[C:2]1[NH:11][C:10]2[N:9]=[CH:8][CH:7]=[C:6]([O:12][C:13]3[CH:14]=[CH:15][C:16]4[O:20][C@H:19]5[C@H:21]([NH:22]C(=O)OC(C)(C)C)[C@H:18]5[C:17]=4[CH:30]=3)[C:5]=2[CH2:4][CH2:3]1.[ClH:31].CC(=O)OCC, predict the reaction product. The product is: [ClH:31].[NH2:22][C@@H:21]1[C@@H:18]2[C@H:19]1[O:20][C:16]1[CH:15]=[CH:14][C:13]([O:12][C:6]3[CH:7]=[CH:8][N:9]=[C:10]4[C:5]=3[CH2:4][CH2:3][C:2](=[O:1])[NH:11]4)=[CH:30][C:17]=12. (9) Given the reactants CC1C=CC(S(O[CH2:12][CH:13]2[CH2:17][C:16]3[CH:18]=[CH:19][CH:20]=[C:21]([C:22]4[CH:27]=[CH:26][C:25]([Cl:28])=[CH:24][CH:23]=4)[C:15]=3[O:14]2)(=O)=O)=CC=1.[N-:29]=[N+]=[N-].[Na+].N(CC1CC2C=CC=C(C3C=CC(F)=CC=3)C=2O1)=[N+]=[N-].[N-]=[N+]=[N-], predict the reaction product. The product is: [Cl:28][C:25]1[CH:26]=[CH:27][C:22]([C:21]2[C:15]3[O:14][CH:13]([CH2:12][NH2:29])[CH2:17][C:16]=3[CH:18]=[CH:19][CH:20]=2)=[CH:23][CH:24]=1.